From a dataset of NCI-60 drug combinations with 297,098 pairs across 59 cell lines. Regression. Given two drug SMILES strings and cell line genomic features, predict the synergy score measuring deviation from expected non-interaction effect. (1) Drug 1: CN(CCCl)CCCl.Cl. Drug 2: C1CCC(C(C1)N)N.C(=O)(C(=O)[O-])[O-].[Pt+4]. Cell line: UO-31. Synergy scores: CSS=22.2, Synergy_ZIP=-2.88, Synergy_Bliss=-0.379, Synergy_Loewe=-2.42, Synergy_HSA=-1.08. (2) Drug 1: CN1CCC(CC1)COC2=C(C=C3C(=C2)N=CN=C3NC4=C(C=C(C=C4)Br)F)OC. Drug 2: COC1=NC(=NC2=C1N=CN2C3C(C(C(O3)CO)O)O)N. Cell line: HOP-92. Synergy scores: CSS=17.0, Synergy_ZIP=-2.42, Synergy_Bliss=1.94, Synergy_Loewe=-6.29, Synergy_HSA=2.41. (3) Drug 1: CCC1(CC2CC(C3=C(CCN(C2)C1)C4=CC=CC=C4N3)(C5=C(C=C6C(=C5)C78CCN9C7C(C=CC9)(C(C(C8N6C=O)(C(=O)OC)O)OC(=O)C)CC)OC)C(=O)OC)O.OS(=O)(=O)O. Drug 2: CC1=C2C(C(=O)C3(C(CC4C(C3C(C(C2(C)C)(CC1OC(=O)C(C(C5=CC=CC=C5)NC(=O)OC(C)(C)C)O)O)OC(=O)C6=CC=CC=C6)(CO4)OC(=O)C)O)C)O. Cell line: SN12C. Synergy scores: CSS=7.82, Synergy_ZIP=-0.538, Synergy_Bliss=3.29, Synergy_Loewe=-0.516, Synergy_HSA=2.64. (4) Drug 1: C1=CN(C(=O)N=C1N)C2C(C(C(O2)CO)O)O.Cl. Drug 2: N.N.Cl[Pt+2]Cl. Cell line: HS 578T. Synergy scores: CSS=25.6, Synergy_ZIP=-2.35, Synergy_Bliss=2.78, Synergy_Loewe=-8.41, Synergy_HSA=5.74. (5) Drug 1: CC(C1=C(C=CC(=C1Cl)F)Cl)OC2=C(N=CC(=C2)C3=CN(N=C3)C4CCNCC4)N. Drug 2: C1C(C(OC1N2C=C(C(=O)NC2=O)F)CO)O. Cell line: NCI/ADR-RES. Synergy scores: CSS=25.7, Synergy_ZIP=-6.00, Synergy_Bliss=0.0849, Synergy_Loewe=-12.6, Synergy_HSA=-0.630. (6) Drug 1: CC1=C(C=C(C=C1)NC(=O)C2=CC=C(C=C2)CN3CCN(CC3)C)NC4=NC=CC(=N4)C5=CN=CC=C5. Drug 2: C1=CN(C=N1)CC(O)(P(=O)(O)O)P(=O)(O)O. Cell line: TK-10. Synergy scores: CSS=-6.56, Synergy_ZIP=2.11, Synergy_Bliss=0.278, Synergy_Loewe=-7.84, Synergy_HSA=-6.71. (7) Drug 1: C1=NC2=C(N1)C(=S)N=C(N2)N. Drug 2: C1=NNC2=C1C(=O)NC=N2. Cell line: RPMI-8226. Synergy scores: CSS=31.1, Synergy_ZIP=3.42, Synergy_Bliss=4.91, Synergy_Loewe=-54.3, Synergy_HSA=-0.609. (8) Drug 1: COC1=CC(=CC(=C1O)OC)C2C3C(COC3=O)C(C4=CC5=C(C=C24)OCO5)OC6C(C(C7C(O6)COC(O7)C8=CC=CS8)O)O. Drug 2: CC1CCCC2(C(O2)CC(NC(=O)CC(C(C(=O)C(C1O)C)(C)C)O)C(=CC3=CSC(=N3)C)C)C. Cell line: IGROV1. Synergy scores: CSS=36.8, Synergy_ZIP=-5.06, Synergy_Bliss=4.14, Synergy_Loewe=3.59, Synergy_HSA=3.65. (9) Drug 1: CCN(CC)CCNC(=O)C1=C(NC(=C1C)C=C2C3=C(C=CC(=C3)F)NC2=O)C. Drug 2: C1CN1C2=NC(=NC(=N2)N3CC3)N4CC4. Cell line: HT29. Synergy scores: CSS=26.4, Synergy_ZIP=-1.82, Synergy_Bliss=3.40, Synergy_Loewe=-3.36, Synergy_HSA=1.71.